The task is: Predict the product of the given reaction.. This data is from Forward reaction prediction with 1.9M reactions from USPTO patents (1976-2016). (1) Given the reactants [C:1]([O:5][C@@H:6]([C:11]1[C:12](I)=[C:13]2[C:20]3[CH2:21][CH2:22][CH2:23][CH2:24][C:19]=3[S:18][C:14]2=[N:15][C:16]=1[CH3:17])[C:7]([O:9][CH3:10])=[O:8])([CH3:4])([CH3:3])[CH3:2].[Cl:26][C:27]1[CH:32]=[CH:31][C:30](B(O)O)=[C:29]([F:36])[CH:28]=1, predict the reaction product. The product is: [C:1]([O:5][C@@H:6]([C:11]1[C:12]([C:30]2[CH:31]=[CH:32][C:27]([Cl:26])=[CH:28][C:29]=2[F:36])=[C:13]2[C:20]3[CH2:21][CH2:22][CH2:23][CH2:24][C:19]=3[S:18][C:14]2=[N:15][C:16]=1[CH3:17])[C:7]([O:9][CH3:10])=[O:8])([CH3:4])([CH3:3])[CH3:2]. (2) Given the reactants [C:1]([C:3]1[CH:4]=[C:5]2[C:9](=[CH:10][CH:11]=1)[N:8]([S:12]([C:15]1[CH:20]=[CH:19][C:18]([O:21][CH3:22])=[CH:17][C:16]=1[O:23][CH3:24])(=[O:14])=[O:13])[C:7](=[O:25])[C@@:6]2([NH:35][C:36]([N:38]1[CH2:43][CH2:42][N:41]([CH:44]2[CH2:49][CH2:48][N:47](C(OC(C)(C)C)=O)[CH2:46][CH2:45]2)[CH2:40][CH2:39]1)=[O:37])[C:26]1[C:27]([O:32][CH2:33][CH3:34])=[N:28][CH:29]=[CH:30][CH:31]=1)#[N:2].FC(F)(F)C(O)=O, predict the reaction product. The product is: [C:1]([C:3]1[CH:4]=[C:5]2[C:9](=[CH:10][CH:11]=1)[N:8]([S:12]([C:15]1[CH:20]=[CH:19][C:18]([O:21][CH3:22])=[CH:17][C:16]=1[O:23][CH3:24])(=[O:14])=[O:13])[C:7](=[O:25])[C@@:6]2([NH:35][C:36]([N:38]1[CH2:43][CH2:42][N:41]([CH:44]2[CH2:45][CH2:46][NH:47][CH2:48][CH2:49]2)[CH2:40][CH2:39]1)=[O:37])[C:26]1[C:27]([O:32][CH2:33][CH3:34])=[N:28][CH:29]=[CH:30][CH:31]=1)#[N:2]. (3) Given the reactants F[C:2]1[CH:7]=[C:6]([F:8])[CH:5]=[CH:4][C:3]=1[N+:9]([O-:11])=[O:10].[CH3:12][C:13]1[N:14]=[CH:15][NH:16][CH:17]=1.C(=O)([O-])[O-].[K+].[K+], predict the reaction product. The product is: [F:8][C:6]1[CH:5]=[CH:4][C:3]([N+:9]([O-:11])=[O:10])=[C:2]([N:16]2[CH:17]=[C:13]([CH3:12])[N:14]=[CH:15]2)[CH:7]=1. (4) Given the reactants [N:1]1[CH:6]=[C:5]([CH3:7])[CH:4]=[C:3]([CH3:8])[CH:2]=1.[O-:9][Mn](=O)(=O)=O.[K+].[OH2:15], predict the reaction product. The product is: [CH3:8][C:3]1[CH:2]=[N:1][CH:6]=[C:5]([CH:4]=1)[C:7]([OH:9])=[O:15]. (5) Given the reactants [C:1]([O:5][C:6]([NH:8][C:9]1[S:17][C:16]2[C:11](=[N:12][C:13]([C:18]3[CH:23]=[CH:22][CH:21]=[CH:20][CH:19]=3)=[CH:14][CH:15]=2)[C:10]=1[C:24]([O:26]CC)=[O:25])=[O:7])([CH3:4])([CH3:3])[CH3:2].[Li+].[OH-].C1COCC1.CO, predict the reaction product. The product is: [C:1]([O:5][C:6]([NH:8][C:9]1[S:17][C:16]2[C:11](=[N:12][C:13]([C:18]3[CH:19]=[CH:20][CH:21]=[CH:22][CH:23]=3)=[CH:14][CH:15]=2)[C:10]=1[C:24]([OH:26])=[O:25])=[O:7])([CH3:4])([CH3:2])[CH3:3]. (6) Given the reactants Br[C:2]1[C:7]([Cl:8])=[CH:6][C:5]([NH:9][CH2:10][C:11]([N:13]2[CH2:18][CH2:17][N:16]([CH:19]3[CH2:22][N:21]([C:23]([O:25][C:26]([CH3:29])([CH3:28])[CH3:27])=[O:24])[CH2:20]3)[CH2:15][CH2:14]2)=[O:12])=[C:4]([O:30][CH3:31])[CH:3]=1.C([O-])([O-])=O.[K+].[K+].[Zn](CC)[CH2:39][CH3:40], predict the reaction product. The product is: [Cl:8][C:7]1[C:2]([CH2:39][CH3:40])=[CH:3][C:4]([O:30][CH3:31])=[C:5]([NH:9][CH2:10][C:11]([N:13]2[CH2:14][CH2:15][N:16]([CH:19]3[CH2:22][N:21]([C:23]([O:25][C:26]([CH3:27])([CH3:29])[CH3:28])=[O:24])[CH2:20]3)[CH2:17][CH2:18]2)=[O:12])[CH:6]=1.